From a dataset of Reaction yield outcomes from USPTO patents with 853,638 reactions. Predict the reaction yield, written as a fraction of the theoretical maximum amount of product (1.0 means a 100% yield; for example, 0.34 means a 34% yield). The reactants are C(=O)([O-])[O-].[K+].[K+].[C:7]([O:11][C:12](=[O:21])[NH:13][CH2:14][CH:15]1[CH2:20][CH2:19][NH:18][CH2:17][CH2:16]1)([CH3:10])([CH3:9])[CH3:8].Br[C:23]1[CH:28]=[CH:27][C:26]([C:29]([F:32])([F:31])[F:30])=[CH:25][N:24]=1. The catalyst is CO. The product is [C:7]([O:11][C:12](=[O:21])[NH:13][CH2:14][CH:15]1[CH2:16][CH2:17][N:18]([C:23]2[CH:28]=[CH:27][C:26]([C:29]([F:32])([F:31])[F:30])=[CH:25][N:24]=2)[CH2:19][CH2:20]1)([CH3:10])([CH3:8])[CH3:9]. The yield is 0.810.